Dataset: Peptide-MHC class II binding affinity with 134,281 pairs from IEDB. Task: Regression. Given a peptide amino acid sequence and an MHC pseudo amino acid sequence, predict their binding affinity value. This is MHC class II binding data. (1) The peptide sequence is QDWLGVSRQLRTKAW. The MHC is DRB4_0101 with pseudo-sequence DRB4_0103. The binding affinity (normalized) is 0.348. (2) The peptide sequence is EKKYFAATDFEPLAA. The MHC is HLA-DPA10201-DPB10101 with pseudo-sequence HLA-DPA10201-DPB10101. The binding affinity (normalized) is 0.939. (3) The peptide sequence is REEVFDERAANFENH. The MHC is HLA-DQA10301-DQB10302 with pseudo-sequence HLA-DQA10301-DQB10302. The binding affinity (normalized) is 0.118. (4) The peptide sequence is PRARYGLVHVANNNY. The MHC is DRB1_0301 with pseudo-sequence DRB1_0301. The binding affinity (normalized) is 0.0508. (5) The peptide sequence is SQDLELSWNLNGGQAY. The MHC is HLA-DQA10301-DQB10302 with pseudo-sequence HLA-DQA10301-DQB10302. The binding affinity (normalized) is 0.402. (6) The peptide sequence is KPLLIIAEDVEGEY. The MHC is DRB1_0701 with pseudo-sequence DRB1_0701. The binding affinity (normalized) is 0.309. (7) The peptide sequence is FFHMNIYECKGVTVK. The MHC is HLA-DPA10201-DPB10101 with pseudo-sequence HLA-DPA10201-DPB10101. The binding affinity (normalized) is 0.281. (8) The peptide sequence is RTKGTMRASALILIE. The MHC is HLA-DQA10601-DQB10402 with pseudo-sequence HLA-DQA10601-DQB10402. The binding affinity (normalized) is 0.405.